Predict the reaction yield, written as a fraction of the theoretical maximum amount of product (1.0 means a 100% yield; for example, 0.34 means a 34% yield). From a dataset of Reaction yield outcomes from USPTO patents with 853,638 reactions. (1) The reactants are [F:1][C:2]1[C:3]([C:9]#[N:10])=[N:4][CH:5]=[CH:6][C:7]=1I.[N:11]1[CH:16]=[C:15](B(O)O)[CH:14]=[N:13][CH:12]=1.C(=O)([O-])[O-].[Cs+].[Cs+]. The catalyst is O1CCOCC1.O.C(Cl)Cl. The product is [F:1][C:2]1[C:3]([C:9]#[N:10])=[N:4][CH:5]=[CH:6][C:7]=1[C:15]1[CH:16]=[N:11][CH:12]=[N:13][CH:14]=1. The yield is 0.445. (2) The reactants are [CH3:1][O:2][C:3](=[O:30])[C:4]1[CH:9]=[CH:8][C:7]([O:10][CH2:11][CH:12]=[CH2:13])=[C:6]([N:14]([CH2:27][CH:28]=[CH2:29])[S:15]([C:18]2[CH:23]=[C:22]([Cl:24])[CH:21]=[CH:20][C:19]=2[O:25][CH3:26])(=[O:17])=[O:16])[CH:5]=1. The catalyst is C1(C)C=CC=CC=1.[H-].[C-]#[O+].C1C=CC(P(C2C=CC=CC=2)C2C=CC=CC=2)=CC=1.C1C=CC(P(C2C=CC=CC=2)C2C=CC=CC=2)=CC=1.C1C=CC(P(C2C=CC=CC=2)C2C=CC=CC=2)=CC=1.[Cl-].[Ru+2]. The product is [CH3:1][O:2][C:3](=[O:30])[C:4]1[CH:9]=[CH:8][C:7]([O:10][CH:11]=[CH:12][CH3:13])=[C:6]([N:14]([S:15]([C:18]2[CH:23]=[C:22]([Cl:24])[CH:21]=[CH:20][C:19]=2[O:25][CH3:26])(=[O:17])=[O:16])[CH:27]=[CH:28][CH3:29])[CH:5]=1. The yield is 0.730. (3) The reactants are [N:1]([CH2:4][CH2:5][CH:6]([CH2:12][CH2:13][N:14]=[N+]=[N-])[CH2:7][CH2:8][N:9]=[N+]=[N-])=[N+]=[N-].[H][H]. The yield is 1.00. The catalyst is C(O)C.[Pd]. The product is [NH2:1][CH2:4][CH2:5][CH:6]([CH2:12][CH2:13][NH2:14])[CH2:7][CH2:8][NH2:9].